This data is from Forward reaction prediction with 1.9M reactions from USPTO patents (1976-2016). The task is: Predict the product of the given reaction. (1) Given the reactants [CH2:1]([C:3]1[CH:13]=[CH:12][CH:11]=[CH:10][C:4]=1[NH:5][CH2:6][CH:7]([CH3:9])[CH3:8])[CH3:2].[CH:14]([C:16]1[CH:21]=[CH:20][C:19]([S:22](Cl)(=[O:24])=[O:23])=[CH:18][CH:17]=1)=[CH2:15].C(OCC)(=O)C, predict the reaction product. The product is: [CH2:1]([C:3]1[CH:13]=[CH:12][CH:11]=[CH:10][C:4]=1[N:5]([CH2:6][CH:7]([CH3:9])[CH3:8])[S:22]([C:19]1[CH:20]=[CH:21][C:16]([CH:14]=[CH2:15])=[CH:17][CH:18]=1)(=[O:24])=[O:23])[CH3:2]. (2) Given the reactants [CH3:1][C:2]1[CH:7]=[C:6]([CH2:8][C:9]2[CH:14]=[CH:13][C:12]([O:15][CH2:16][O:17][CH3:18])=[C:11]([CH:19]([CH3:21])[CH3:20])[CH:10]=2)[C:5]([CH3:22])=[CH:4][C:3]=1[OH:23].CN.[I:26]I, predict the reaction product. The product is: [CH3:1][C:2]1[CH:7]=[C:6]([CH2:8][C:9]2[CH:14]=[CH:13][C:12]([O:15][CH2:16][O:17][CH3:18])=[C:11]([CH:19]([CH3:20])[CH3:21])[CH:10]=2)[C:5]([CH3:22])=[C:4]([I:26])[C:3]=1[OH:23]. (3) Given the reactants [Na].[CH3:2][N:3]1[C:7](=[O:8])/[C:6](=[C:9](\[NH:14][CH2:15][C:16]2[CH:21]=[CH:20][CH:19]=[CH:18][N:17]=2)/[CH2:10][CH2:11][CH2:12][CH3:13])/[C:5]([CH2:22][C:23]([O:25]C)=O)=[N:4]1.Cl, predict the reaction product. The product is: [CH2:10]([C:9]1[N:14]([CH2:15][C:16]2[CH:21]=[CH:20][CH:19]=[CH:18][N:17]=2)[C:23](=[O:25])[CH:22]=[C:5]2[NH:4][N:3]([CH3:2])[C:7](=[O:8])[C:6]=12)[CH2:11][CH2:12][CH3:13]. (4) Given the reactants S(OS(C(F)(F)F)(=O)=O)(C(F)(F)F)(=O)=O.C1(P(=O)(C2C=CC=CC=2)C2C=CC=CC=2)C=CC=CC=1.[NH2:36][C:37]1[CH:42]=[CH:41][CH:40]=[CH:39][C:38]=1[NH:43][C:44]([C:46]1[N:47]=[CH:48][N:49]2[C:54](=[O:55])[N:53]([CH2:56][O:57][CH3:58])[N:52]=[N:51][C:50]=12)=O, predict the reaction product. The product is: [NH:43]1[C:38]2[CH:39]=[CH:40][CH:41]=[CH:42][C:37]=2[N:36]=[C:44]1[C:46]1[N:47]=[CH:48][N:49]2[C:54](=[O:55])[N:53]([CH2:56][O:57][CH3:58])[N:52]=[N:51][C:50]=12. (5) The product is: [NH2:17][C:13]1[CH:12]=[C:11]([CH:16]=[CH:15][CH:14]=1)[O:10][C:7]1[CH:8]=[CH:9][C:4]([NH2:1])=[N:5][CH:6]=1. Given the reactants [N+:1]([C:4]1[CH:9]=[CH:8][C:7]([O:10][C:11]2[CH:16]=[CH:15][CH:14]=[C:13]([N+:17]([O-])=O)[CH:12]=2)=[CH:6][N:5]=1)([O-])=O, predict the reaction product. (6) Given the reactants [F:1][C:2]1[CH:7]=[C:6]([I:8])[CH:5]=[CH:4][C:3]=1[NH:9][C:10]1[N:15]([CH3:16])[C:14](=[O:17])[C:13]2[CH2:18][CH2:19][CH2:20][C:12]=2[C:11]=1[C:21](OCC)=[O:22].[Si:26]([O:33][C@@H:34]([CH3:38])[CH2:35][O:36][NH2:37])([C:29]([CH3:32])([CH3:31])[CH3:30])([CH3:28])[CH3:27].[Li+].C[Si]([N-][Si](C)(C)C)(C)C, predict the reaction product. The product is: [Si:26]([O:33][C@@H:34]([CH3:38])[CH2:35][O:36][NH:37][C:21]([C:11]1[C:12]2[CH2:20][CH2:19][CH2:18][C:13]=2[C:14](=[O:17])[N:15]([CH3:16])[C:10]=1[NH:9][C:3]1[CH:4]=[CH:5][C:6]([I:8])=[CH:7][C:2]=1[F:1])=[O:22])([C:29]([CH3:32])([CH3:31])[CH3:30])([CH3:28])[CH3:27].